This data is from TCR-epitope binding with 47,182 pairs between 192 epitopes and 23,139 TCRs. The task is: Binary Classification. Given a T-cell receptor sequence (or CDR3 region) and an epitope sequence, predict whether binding occurs between them. (1) The epitope is IVTDFSVIK. The TCR CDR3 sequence is CASSTTGTGANGYTF. Result: 1 (the TCR binds to the epitope). (2) The epitope is ITEEVGHTDLMAAY. The TCR CDR3 sequence is CASSQQDSFTDTQYF. Result: 1 (the TCR binds to the epitope). (3) The epitope is GTSGSPIINR. The TCR CDR3 sequence is CASSFWTGHADTQYF. Result: 0 (the TCR does not bind to the epitope). (4) The epitope is HLVDFQVTI. The TCR CDR3 sequence is CASSYDRANYGYTF. Result: 0 (the TCR does not bind to the epitope). (5) The epitope is YLQPRTFLL. The TCR CDR3 sequence is CAIQYANTGELFF. Result: 1 (the TCR binds to the epitope).